From a dataset of NCI-60 drug combinations with 297,098 pairs across 59 cell lines. Regression. Given two drug SMILES strings and cell line genomic features, predict the synergy score measuring deviation from expected non-interaction effect. (1) Drug 1: C1=C(C(=O)NC(=O)N1)F. Drug 2: CC(C)NC(=O)C1=CC=C(C=C1)CNNC.Cl. Cell line: NCI-H460. Synergy scores: CSS=36.8, Synergy_ZIP=-4.23, Synergy_Bliss=-12.8, Synergy_Loewe=-26.8, Synergy_HSA=-14.0. (2) Drug 1: C1CCC(CC1)NC(=O)N(CCCl)N=O. Drug 2: C1=CC=C(C(=C1)C(C2=CC=C(C=C2)Cl)C(Cl)Cl)Cl. Cell line: HS 578T. Synergy scores: CSS=19.1, Synergy_ZIP=-2.31, Synergy_Bliss=7.22, Synergy_Loewe=-2.81, Synergy_HSA=6.16. (3) Drug 1: C1CCC(CC1)NC(=O)N(CCCl)N=O. Drug 2: CCCCCOC(=O)NC1=NC(=O)N(C=C1F)C2C(C(C(O2)C)O)O. Cell line: NCI/ADR-RES. Synergy scores: CSS=11.0, Synergy_ZIP=-4.07, Synergy_Bliss=-3.98, Synergy_Loewe=-5.23, Synergy_HSA=-5.14. (4) Drug 1: CC1OCC2C(O1)C(C(C(O2)OC3C4COC(=O)C4C(C5=CC6=C(C=C35)OCO6)C7=CC(=C(C(=C7)OC)O)OC)O)O. Drug 2: C1CN1P(=S)(N2CC2)N3CC3. Cell line: UACC62. Synergy scores: CSS=32.0, Synergy_ZIP=-13.6, Synergy_Bliss=-6.74, Synergy_Loewe=-7.20, Synergy_HSA=-2.29. (5) Drug 1: C(=O)(N)NO. Drug 2: CC1CCC2CC(C(=CC=CC=CC(CC(C(=O)C(C(C(=CC(C(=O)CC(OC(=O)C3CCCCN3C(=O)C(=O)C1(O2)O)C(C)CC4CCC(C(C4)OC)O)C)C)O)OC)C)C)C)OC. Cell line: A498. Synergy scores: CSS=-0.655, Synergy_ZIP=-0.502, Synergy_Bliss=-0.555, Synergy_Loewe=-1.75, Synergy_HSA=-1.62. (6) Drug 1: C1=CC(=CC=C1CCCC(=O)O)N(CCCl)CCCl. Drug 2: C1C(C(OC1N2C=NC3=C(N=C(N=C32)Cl)N)CO)O. Cell line: K-562. Synergy scores: CSS=20.6, Synergy_ZIP=-2.97, Synergy_Bliss=-3.82, Synergy_Loewe=-5.14, Synergy_HSA=-3.08. (7) Drug 2: C1C(C(OC1N2C=NC3=C2NC=NCC3O)CO)O. Cell line: SF-295. Synergy scores: CSS=0.464, Synergy_ZIP=0.726, Synergy_Bliss=-1.22, Synergy_Loewe=-3.57, Synergy_HSA=-3.58. Drug 1: C#CCC(CC1=CN=C2C(=N1)C(=NC(=N2)N)N)C3=CC=C(C=C3)C(=O)NC(CCC(=O)O)C(=O)O.